Task: Predict which catalyst facilitates the given reaction.. Dataset: Catalyst prediction with 721,799 reactions and 888 catalyst types from USPTO Reactant: C(N(C(C)C)C(C)C)C.Cl[C:11]1[N:19]=[CH:18][N:17]=[C:16]2[C:12]=1[N:13]=[CH:14][NH:15]2.[NH:20]1[C:24]2[CH:25]=[CH:26][CH:27]=[CH:28][C:23]=2[N:22]=[C:21]1[C:29]1([C:35]#[N:36])[CH2:34][CH2:33][NH:32][CH2:31][CH2:30]1. Product: [NH:20]1[C:24]2[CH:25]=[CH:26][CH:27]=[CH:28][C:23]=2[N:22]=[C:21]1[C:29]1([C:35]#[N:36])[CH2:30][CH2:31][N:32]([C:11]2[N:19]=[CH:18][N:17]=[C:16]3[C:12]=2[N:13]=[CH:14][NH:15]3)[CH2:33][CH2:34]1. The catalyst class is: 37.